From a dataset of Experimentally validated miRNA-target interactions with 360,000+ pairs, plus equal number of negative samples. Binary Classification. Given a miRNA mature sequence and a target amino acid sequence, predict their likelihood of interaction. (1) The miRNA is hsa-miR-6819-5p with sequence UUGGGGUGGAGGGCCAAGGAGC. The protein sequence of the target gene is MWLWEDQGGLLGPFSFLLLVLLLVTRSPVNACLLTGSLFVLLRVFSFEPVPSCRALQVLKPRDRISAIAHRGGSHDAPENTLAAIRQAAKNGATGVELDIEFTSDGIPVLMHDNTVDRTTDGTGRLCDLTFEQIRKLNPAANHRLRNDFPDEKIPTLREAVAECLNHNLTIFFDVKGHAHKATEALKKMYMEFPQLYNNSVVCSFLPEVIYKMRQTDRDVITALTHRPWSLSHTGDGKPRYDTFWKHFIFVMMDILLDWSMHNILWYLCGISAFLMQKDFVSPAYLKKWSAKGIQVVGWT.... Result: 1 (interaction). (2) The miRNA is cel-miR-787-3p with sequence UAAGCUCGUUUUAGUAUCUUUCG. The protein sequence of the target gene is MDERLLGPPPPGGGRGGLGLVGAEPGGPGEPPGGGDPGGGSGGVPGGRGKQDIGDILQQIMTITDQSLDEAQAKKHALNCHRMKPALFSVLCEIKEKTGLSIRSSQEEEPVDPQLMRLDNMLLAEGVAGPEKGGGSAAAAAAAAASGGGVSPDNSIEHSDYRSKLAQIRHIYHSELEKYEQACNEFTTHVMNLLREQSRTRPVAPKEMERMVSIIHRKFSAIQMQLKQSTCEAVMILRSRFLDARRKRRNFSKQATEVLNEYFYSHLSNPYPSEEAKEELAKKCGITVSQVSNWFGNKRI.... Result: 0 (no interaction).